This data is from Peptide-MHC class I binding affinity with 185,985 pairs from IEDB/IMGT. The task is: Regression. Given a peptide amino acid sequence and an MHC pseudo amino acid sequence, predict their binding affinity value. This is MHC class I binding data. The peptide sequence is AFDLSHFLK. The MHC is HLA-B15:01 with pseudo-sequence HLA-B15:01. The binding affinity (normalized) is 0.